From a dataset of Catalyst prediction with 721,799 reactions and 888 catalyst types from USPTO. Predict which catalyst facilitates the given reaction. (1) Reactant: [CH3:1][NH:2][CH2:3][CH:4]1[CH2:9][CH2:8][O:7][CH:6]([C:10]2[CH:15]=[CH:14][CH:13]=[CH:12][CH:11]=2)[O:5]1.[CH:16]1[C:20]2[N:21]=[CH:22][NH:23][C:24](=[O:25])[C:19]=2[NH:18][CH:17]=1.[C:26](O)(=O)C.C=O. Product: [CH3:1][N:2]([CH2:26][C:16]1[C:20]2[N:21]=[CH:22][NH:23][C:24](=[O:25])[C:19]=2[NH:18][CH:17]=1)[CH2:3][CH:4]1[CH2:9][CH2:8][O:7][CH:6]([C:10]2[CH:15]=[CH:14][CH:13]=[CH:12][CH:11]=2)[O:5]1. The catalyst class is: 12. (2) Reactant: [CH2:1]([O:8][C@H:9]1[CH2:13][N:12]([C:14]([O:16][C:17]([CH3:20])([CH3:19])[CH3:18])=[O:15])[C@H:11]([C:21]([OH:23])=O)[CH2:10]1)[C:2]1[CH:7]=[CH:6][CH:5]=[CH:4][CH:3]=1.Cl.CN(C)O.C(N(C(C)C)CC)(C)C.Cl.CN(C)CCCN=C=NCC.O.ON1C2C=CC=C[C:55]=2N=N1.[C:61](=[O:64])([O-])O.[Na+]. Product: [CH2:1]([O:8][C@H:9]1[CH2:13][N:12]([C:14]([O:16][C:17]([CH3:19])([CH3:20])[CH3:18])=[O:15])[C@H:11]([C:21]([CH2:55][O:64][CH3:61])=[O:23])[CH2:10]1)[C:2]1[CH:7]=[CH:6][CH:5]=[CH:4][CH:3]=1. The catalyst class is: 46. (3) Reactant: [Cl:1][C:2]1[CH:11]=[C:10]2[C:5]([CH:6]=[CH:7][CH:8]=[C:9]2[O:12]C)=[CH:4][C:3]=1[O:14]C.B(Br)(Br)Br.[OH-].[Na+]. Product: [Cl:1][C:2]1[CH:11]=[C:10]2[C:5]([CH:6]=[CH:7][CH:8]=[C:9]2[OH:12])=[CH:4][C:3]=1[OH:14]. The catalyst class is: 2. (4) Reactant: [CH:1]([C:4]1[C:8]2[CH:9]=[CH:10][C:11]([C:13]([F:16])([F:15])[F:14])=[CH:12][C:7]=2[S:6][C:5]=1[CH2:17][CH2:18][C:19]([C:21]1[CH:26]=[CH:25][C:24]([CH2:27][CH2:28][C:29]([O:31][CH3:32])=[O:30])=[C:23]([CH3:33])[CH:22]=1)=O)([CH3:3])[CH3:2].Cl.[NH2:35][OH:36].C([O-])(=O)C.[Na+]. Product: [OH:36][N:35]=[C:19]([C:21]1[CH:26]=[CH:25][C:24]([CH2:27][CH2:28][C:29]([O:31][CH3:32])=[O:30])=[C:23]([CH3:33])[CH:22]=1)[CH2:18][CH2:17][C:5]1[S:6][C:7]2[CH:12]=[C:11]([C:13]([F:16])([F:15])[F:14])[CH:10]=[CH:9][C:8]=2[C:4]=1[CH:1]([CH3:3])[CH3:2]. The catalyst class is: 88. (5) The catalyst class is: 521. Reactant: O[CH2:2][C:3]1[CH:8]=[CH:7][C:6]([O:9][S:10](=[O:15])(=[O:14])[N:11]([CH3:13])[CH3:12])=[CH:5][CH:4]=1.[ClH:16]. Product: [Cl:16][CH2:2][C:3]1[CH:8]=[CH:7][C:6]([O:9][S:10](=[O:15])(=[O:14])[N:11]([CH3:13])[CH3:12])=[CH:5][CH:4]=1. (6) Reactant: Br[C:2]1[CH:7]=[CH:6][C:5]([NH:8][C:9]([C:11]2[NH:12][CH:13]=[C:14]([C:16]#[N:17])[N:15]=2)=[O:10])=[C:4]([C:18]2[CH2:23][CH2:22][C:21]([CH3:25])([CH3:24])[CH2:20][CH:19]=2)[CH:3]=1.C([Mg]Cl)(C)C.[Li]C(C)(C)C.[O:36]1[CH2:41][CH2:40][C:39](=[O:42])[CH2:38][CH2:37]1. Product: [CH3:24][C:21]1([CH3:25])[CH2:22][CH2:23][C:18]([C:4]2[CH:3]=[C:2]([C:39]3([OH:42])[CH2:40][CH2:41][O:36][CH2:37][CH2:38]3)[CH:7]=[CH:6][C:5]=2[NH:8][C:9]([C:11]2[NH:15][C:14]([C:16]#[N:17])=[CH:13][N:12]=2)=[O:10])=[CH:19][CH2:20]1. The catalyst class is: 1. (7) Reactant: [CH2:1]([N:3]([C:22](=[O:43])[C@@H:23]([NH:30][C:31]([C:33]1[CH:42]=[CH:41][C:40]2[C:35](=[CH:36][CH:37]=[CH:38][CH:39]=2)[N:34]=1)=[O:32])[CH2:24][CH2:25][CH2:26][C:27]([OH:29])=[O:28])[C@@H:4]([CH2:9][CH2:10][CH2:11][CH2:12][CH2:13][CH2:14][CH2:15][CH2:16][CH2:17][CH2:18][CH2:19][CH2:20][CH3:21])[CH2:5][C:6]([NH2:8])=[O:7])[CH3:2].[ClH:44]. Product: [ClH:44].[CH2:1]([N:3]([C:22](=[O:43])[C@@H:23]([NH:30][C:31]([C:33]1[CH:42]=[CH:41][C:40]2[C:35](=[CH:36][CH:37]=[CH:38][CH:39]=2)[N:34]=1)=[O:32])[CH2:24][CH2:25][CH2:26][C:27]([OH:29])=[O:28])[C@@H:4]([CH2:9][CH2:10][CH2:11][CH2:12][CH2:13][CH2:14][CH2:15][CH2:16][CH2:17][CH2:18][CH2:19][CH2:20][CH3:21])[CH2:5][C:6]([NH2:8])=[O:7])[CH3:2]. The catalyst class is: 13. (8) Reactant: [CH:1]1([NH:6][CH:7]([CH3:13])[CH2:8][C:9]([NH:11][CH3:12])=[O:10])[CH2:5][CH2:4][CH2:3][CH2:2]1.[Br:14][C:15]1[C:16](Cl)=[N:17][C:18]([Cl:21])=[N:19][CH:20]=1.C(=O)([O-])[O-].[K+].[K+]. Product: [Br:14][C:15]1[C:16]([N:6]([CH:1]2[CH2:2][CH2:3][CH2:4][CH2:5]2)[CH:7]([CH3:13])[CH2:8][C:9]([NH:11][CH3:12])=[O:10])=[N:17][C:18]([Cl:21])=[N:19][CH:20]=1. The catalyst class is: 21. (9) Reactant: [H-].[Al+3].[Li+].[H-].[H-].[H-].[OH:7][C:8]1[N:16]=[CH:15][CH:14]=[CH:13][C:9]=1[C:10](O)=[O:11]. Product: [OH:11][CH2:10][C:9]1[C:8](=[O:7])[NH:16][CH:15]=[CH:14][CH:13]=1. The catalyst class is: 7.